From a dataset of NCI-60 drug combinations with 297,098 pairs across 59 cell lines. Regression. Given two drug SMILES strings and cell line genomic features, predict the synergy score measuring deviation from expected non-interaction effect. (1) Drug 1: CS(=O)(=O)C1=CC(=C(C=C1)C(=O)NC2=CC(=C(C=C2)Cl)C3=CC=CC=N3)Cl. Drug 2: C1CCC(C1)C(CC#N)N2C=C(C=N2)C3=C4C=CNC4=NC=N3. Cell line: NCI-H460. Synergy scores: CSS=3.17, Synergy_ZIP=-0.751, Synergy_Bliss=-0.257, Synergy_Loewe=-2.27, Synergy_HSA=-0.772. (2) Drug 1: CC1=C2C(C(=O)C3(C(CC4C(C3C(C(C2(C)C)(CC1OC(=O)C(C(C5=CC=CC=C5)NC(=O)C6=CC=CC=C6)O)O)OC(=O)C7=CC=CC=C7)(CO4)OC(=O)C)O)C)OC(=O)C. Drug 2: C1CC(=O)NC(=O)C1N2C(=O)C3=CC=CC=C3C2=O. Cell line: U251. Synergy scores: CSS=48.8, Synergy_ZIP=-0.384, Synergy_Bliss=-1.21, Synergy_Loewe=-55.9, Synergy_HSA=-3.81. (3) Drug 1: C1C(C(OC1N2C=NC3=C(N=C(N=C32)Cl)N)CO)O. Drug 2: CC1=C(C(=O)C2=C(C1=O)N3CC4C(C3(C2COC(=O)N)OC)N4)N. Cell line: OVCAR3. Synergy scores: CSS=11.2, Synergy_ZIP=-7.93, Synergy_Bliss=-2.31, Synergy_Loewe=-5.07, Synergy_HSA=-1.07. (4) Drug 1: C1CCN(CC1)CCOC2=CC=C(C=C2)C(=O)C3=C(SC4=C3C=CC(=C4)O)C5=CC=C(C=C5)O. Drug 2: CS(=O)(=O)CCNCC1=CC=C(O1)C2=CC3=C(C=C2)N=CN=C3NC4=CC(=C(C=C4)OCC5=CC(=CC=C5)F)Cl. Cell line: SW-620. Synergy scores: CSS=-1.82, Synergy_ZIP=4.81, Synergy_Bliss=6.23, Synergy_Loewe=-1.39, Synergy_HSA=-0.168. (5) Cell line: OVCAR-4. Drug 2: CNC(=O)C1=NC=CC(=C1)OC2=CC=C(C=C2)NC(=O)NC3=CC(=C(C=C3)Cl)C(F)(F)F. Drug 1: CC1=C(C=C(C=C1)NC2=NC=CC(=N2)N(C)C3=CC4=NN(C(=C4C=C3)C)C)S(=O)(=O)N.Cl. Synergy scores: CSS=10.2, Synergy_ZIP=-7.71, Synergy_Bliss=0.872, Synergy_Loewe=-5.38, Synergy_HSA=-0.783. (6) Drug 1: C1=CN(C(=O)N=C1N)C2C(C(C(O2)CO)O)O.Cl. Drug 2: CCN(CC)CCCC(C)NC1=C2C=C(C=CC2=NC3=C1C=CC(=C3)Cl)OC. Cell line: SNB-19. Synergy scores: CSS=36.8, Synergy_ZIP=-3.07, Synergy_Bliss=1.60, Synergy_Loewe=0.114, Synergy_HSA=4.40. (7) Drug 1: CC(CN1CC(=O)NC(=O)C1)N2CC(=O)NC(=O)C2. Drug 2: CCC1(CC2CC(C3=C(CCN(C2)C1)C4=CC=CC=C4N3)(C5=C(C=C6C(=C5)C78CCN9C7C(C=CC9)(C(C(C8N6C=O)(C(=O)OC)O)OC(=O)C)CC)OC)C(=O)OC)O.OS(=O)(=O)O. Cell line: KM12. Synergy scores: CSS=36.0, Synergy_ZIP=-15.3, Synergy_Bliss=-11.3, Synergy_Loewe=3.67, Synergy_HSA=3.82. (8) Drug 1: C1C(C(OC1N2C=NC3=C(N=C(N=C32)Cl)N)CO)O. Drug 2: CC(C)(C#N)C1=CC(=CC(=C1)CN2C=NC=N2)C(C)(C)C#N. Cell line: T-47D. Synergy scores: CSS=3.90, Synergy_ZIP=0.873, Synergy_Bliss=3.56, Synergy_Loewe=0.472, Synergy_HSA=0.777.